From a dataset of Forward reaction prediction with 1.9M reactions from USPTO patents (1976-2016). Predict the product of the given reaction. (1) The product is: [Br:1][C:2]1[CH:10]=[C:9]2[C:5]([CH2:6][C:7]3([CH2:27][CH2:26][CH:25]([O:28][CH3:29])[CH2:24][CH2:23]3)[C:8]2([NH:16][S:17]([C:19]([CH3:21])([CH3:22])[CH3:20])=[O:18])[C:11]([O:13][CH2:14][CH3:15])=[O:30])=[CH:4][CH:3]=1. Given the reactants [Br:1][C:2]1[CH:10]=[C:9]2[C:5]([CH2:6][C:7]3([CH2:27][CH2:26][CH:25]([O:28][CH3:29])[CH2:24][CH2:23]3)[C:8]2([NH:16][S:17]([C:19]([CH3:22])([CH3:21])[CH3:20])=[O:18])[C:11]([O:13][CH2:14][CH3:15])=C)=[CH:4][CH:3]=1.[O-:30][Mn](=O)(=O)=O.[K+], predict the reaction product. (2) The product is: [CH2:8]([O:7][C:1](=[O:6])[CH:2]=[C:3]([Cl:11])[CH3:5])[CH3:9]. Given the reactants [C:1]([O:7][CH2:8][CH3:9])(=[O:6])[CH2:2][C:3]([CH3:5])=O.P(Cl)(Cl)(Cl)(Cl)[Cl:11], predict the reaction product.